Regression. Given two drug SMILES strings and cell line genomic features, predict the synergy score measuring deviation from expected non-interaction effect. From a dataset of NCI-60 drug combinations with 297,098 pairs across 59 cell lines. (1) Drug 1: CC1=C2C(C(=O)C3(C(CC4C(C3C(C(C2(C)C)(CC1OC(=O)C(C(C5=CC=CC=C5)NC(=O)OC(C)(C)C)O)O)OC(=O)C6=CC=CC=C6)(CO4)OC(=O)C)O)C)O. Drug 2: CC=C1C(=O)NC(C(=O)OC2CC(=O)NC(C(=O)NC(CSSCCC=C2)C(=O)N1)C(C)C)C(C)C. Cell line: SN12C. Synergy scores: CSS=27.1, Synergy_ZIP=-1.82, Synergy_Bliss=-1.67, Synergy_Loewe=-19.4, Synergy_HSA=-0.922. (2) Drug 1: B(C(CC(C)C)NC(=O)C(CC1=CC=CC=C1)NC(=O)C2=NC=CN=C2)(O)O. Drug 2: CC1C(C(CC(O1)OC2CC(CC3=C2C(=C4C(=C3O)C(=O)C5=C(C4=O)C(=CC=C5)OC)O)(C(=O)CO)O)N)O.Cl. Cell line: NCI-H460. Synergy scores: CSS=46.8, Synergy_ZIP=-6.66, Synergy_Bliss=-9.20, Synergy_Loewe=-8.72, Synergy_HSA=-4.70. (3) Drug 1: C1=CC(=C2C(=C1NCCNCCO)C(=O)C3=C(C=CC(=C3C2=O)O)O)NCCNCCO. Drug 2: CC1=C(C=C(C=C1)NC(=O)C2=CC=C(C=C2)CN3CCN(CC3)C)NC4=NC=CC(=N4)C5=CN=CC=C5. Cell line: NCI-H460. Synergy scores: CSS=55.9, Synergy_ZIP=8.41, Synergy_Bliss=6.08, Synergy_Loewe=-23.9, Synergy_HSA=5.33. (4) Drug 1: CC1=C(N=C(N=C1N)C(CC(=O)N)NCC(C(=O)N)N)C(=O)NC(C(C2=CN=CN2)OC3C(C(C(C(O3)CO)O)O)OC4C(C(C(C(O4)CO)O)OC(=O)N)O)C(=O)NC(C)C(C(C)C(=O)NC(C(C)O)C(=O)NCCC5=NC(=CS5)C6=NC(=CS6)C(=O)NCCC[S+](C)C)O. Drug 2: CC1CCCC2(C(O2)CC(NC(=O)CC(C(C(=O)C(C1O)C)(C)C)O)C(=CC3=CSC(=N3)C)C)C. Cell line: A549. Synergy scores: CSS=69.9, Synergy_ZIP=-2.40, Synergy_Bliss=-4.66, Synergy_Loewe=-1.96, Synergy_HSA=2.09. (5) Drug 1: CC1=C(C=C(C=C1)NC(=O)C2=CC=C(C=C2)CN3CCN(CC3)C)NC4=NC=CC(=N4)C5=CN=CC=C5. Drug 2: CC12CCC3C(C1CCC2O)C(CC4=C3C=CC(=C4)O)CCCCCCCCCS(=O)CCCC(C(F)(F)F)(F)F. Cell line: T-47D. Synergy scores: CSS=7.60, Synergy_ZIP=-1.41, Synergy_Bliss=3.88, Synergy_Loewe=-3.87, Synergy_HSA=-0.487. (6) Drug 1: CC1=CC2C(CCC3(C2CCC3(C(=O)C)OC(=O)C)C)C4(C1=CC(=O)CC4)C. Drug 2: CC1=C(C=C(C=C1)C(=O)NC2=CC(=CC(=C2)C(F)(F)F)N3C=C(N=C3)C)NC4=NC=CC(=N4)C5=CN=CC=C5. Cell line: MCF7. Synergy scores: CSS=-8.75, Synergy_ZIP=4.08, Synergy_Bliss=0.968, Synergy_Loewe=-11.7, Synergy_HSA=-10.1. (7) Drug 2: CC1=CC2C(CCC3(C2CCC3(C(=O)C)OC(=O)C)C)C4(C1=CC(=O)CC4)C. Drug 1: CNC(=O)C1=CC=CC=C1SC2=CC3=C(C=C2)C(=NN3)C=CC4=CC=CC=N4. Cell line: NCI-H226. Synergy scores: CSS=-2.12, Synergy_ZIP=2.48, Synergy_Bliss=-4.81, Synergy_Loewe=-19.1, Synergy_HSA=-10.7. (8) Drug 1: CCCS(=O)(=O)NC1=C(C(=C(C=C1)F)C(=O)C2=CNC3=C2C=C(C=N3)C4=CC=C(C=C4)Cl)F. Drug 2: C1=NC2=C(N1)C(=S)N=CN2. Cell line: BT-549. Synergy scores: CSS=-2.36, Synergy_ZIP=-8.20, Synergy_Bliss=-19.8, Synergy_Loewe=-42.4, Synergy_HSA=-21.9. (9) Drug 1: C1CN1P(=S)(N2CC2)N3CC3. Drug 2: N.N.Cl[Pt+2]Cl. Cell line: HOP-92. Synergy scores: CSS=50.2, Synergy_ZIP=-2.89, Synergy_Bliss=-1.11, Synergy_Loewe=-8.36, Synergy_HSA=2.13. (10) Drug 1: CC1=C(C(CCC1)(C)C)C=CC(=CC=CC(=CC(=O)O)C)C. Drug 2: CC1C(C(CC(O1)OC2CC(CC3=C2C(=C4C(=C3O)C(=O)C5=C(C4=O)C(=CC=C5)OC)O)(C(=O)CO)O)N)O.Cl. Cell line: DU-145. Synergy scores: CSS=42.7, Synergy_ZIP=3.50, Synergy_Bliss=3.79, Synergy_Loewe=-15.6, Synergy_HSA=2.68.